Dataset: Peptide-MHC class II binding affinity with 134,281 pairs from IEDB. Task: Regression. Given a peptide amino acid sequence and an MHC pseudo amino acid sequence, predict their binding affinity value. This is MHC class II binding data. (1) The peptide sequence is ELKYFAATQFEPLAA. The MHC is HLA-DQA10501-DQB10201 with pseudo-sequence HLA-DQA10501-DQB10201. The binding affinity (normalized) is 0.465. (2) The peptide sequence is LSPISNMVSMANNHV. The MHC is DRB1_1501 with pseudo-sequence DRB1_1501. The binding affinity (normalized) is 0.524. (3) The peptide sequence is KPNDFMPTFAKAMEK. The MHC is DRB1_0701 with pseudo-sequence DRB1_0701. The binding affinity (normalized) is 0.743. (4) The peptide sequence is RLLDILEAIKLIRKK. The MHC is DRB1_0401 with pseudo-sequence DRB1_0401. The binding affinity (normalized) is 0.862.